Dataset: Full USPTO retrosynthesis dataset with 1.9M reactions from patents (1976-2016). Task: Predict the reactants needed to synthesize the given product. (1) Given the product [CH3:1][C:2]1([CH3:30])[CH2:10][C:9]2[NH:8][N:7]=[C:6]([C:11]([NH:13][C:14]3[CH:15]=[N:16][N:17]([CH:19]([C:24]4[CH:25]=[CH:26][CH:27]=[CH:28][CH:29]=4)[CH2:20][CH2:21][N:22]([CH3:23])[S:39]([CH3:38])(=[O:41])=[O:40])[CH:18]=3)=[O:12])[C:5]=2[CH2:4][CH2:3]1, predict the reactants needed to synthesize it. The reactants are: [CH3:1][C:2]1([CH3:30])[CH2:10][C:9]2[NH:8][N:7]=[C:6]([C:11]([NH:13][C:14]3[CH:15]=[N:16][N:17]([CH:19]([C:24]4[CH:29]=[CH:28][CH:27]=[CH:26][CH:25]=4)[CH2:20][CH2:21][NH:22][CH3:23])[CH:18]=3)=[O:12])[C:5]=2[CH2:4][CH2:3]1.C(N(CC)CC)C.[CH3:38][S:39](Cl)(=[O:41])=[O:40]. (2) Given the product [ClH:1].[ClH:1].[ClH:1].[Cl:1][C:2]1[N:7]=[CH:6][C:5]([NH:8][C@H:9]2[CH:16]3[CH2:17][N:12]4[CH2:13][CH:14]([CH2:18][CH:10]2[CH2:11]4)[CH2:15]3)=[CH:4][CH:3]=1, predict the reactants needed to synthesize it. The reactants are: [Cl:1][C:2]1[N:7]=[CH:6][C:5]([NH:8][C@H:9]2[CH:16]3[CH2:17][N:12]4[CH2:13][CH:14]([CH2:18][CH:10]2[CH2:11]4)[CH2:15]3)=[CH:4][CH:3]=1.N. (3) The reactants are: [F:1][C:2]([F:39])([F:38])[C:3]([CH2:18][NH:19][C:20]1[CH:28]=[C:27]([CH3:29])[CH:26]=[C:25]2[C:21]=1[CH:22]=[N:23][N:24]2[C:30]1[CH:35]=[CH:34][CH:33]=[C:32]([O:36]C)[CH:31]=1)([OH:17])[CH2:4][C:5]([C:8]1[CH:13]=[C:12]([F:14])[CH:11]=[CH:10][C:9]=1[O:15]C)([CH3:7])[CH3:6].[I-].[Li+]. Given the product [F:14][C:12]1[CH:11]=[CH:10][C:9]([OH:15])=[C:8]([C:5]([CH3:7])([CH3:6])[CH2:4][C:3]([OH:17])([CH2:18][NH:19][C:20]2[CH:28]=[C:27]([CH3:29])[CH:26]=[C:25]3[C:21]=2[CH:22]=[N:23][N:24]3[C:30]2[CH:35]=[CH:34][CH:33]=[C:32]([OH:36])[CH:31]=2)[C:2]([F:1])([F:38])[F:39])[CH:13]=1, predict the reactants needed to synthesize it. (4) Given the product [CH3:22][C:21]([CH3:24])([CH3:23])[C@@H:19]([N:11]([CH2:10][CH2:9][C@@:8]([NH:7][S@@:5]([C:1]([CH3:2])([CH3:3])[CH3:4])=[O:6])([C:25]1[CH:30]=[CH:29][C:28]([F:31])=[CH:27][CH:26]=1)[CH2:37][CH:33]=[CH2:34])[C:12](=[O:18])[O:13][C:14]([CH3:17])([CH3:15])[CH3:16])[CH3:20], predict the reactants needed to synthesize it. The reactants are: [C:1]([S@:5](/[N:7]=[C:8](/[C:25]1[CH:30]=[CH:29][C:28]([F:31])=[CH:27][CH:26]=1)\[CH2:9][CH2:10][N:11]([C@H:19]([C:21]([CH3:24])([CH3:23])[CH3:22])[CH3:20])[C:12](=[O:18])[O:13][C:14]([CH3:17])([CH3:16])[CH3:15])=[O:6])([CH3:4])([CH3:3])[CH3:2].[Br-].[CH2:33]1[CH2:37]OC[CH2:34]1. (5) Given the product [Cl:26][C:27]1[CH:32]=[CH:31][N:30]=[C:29]([CH:33]([NH:35][C:11]2[O:12][C:13]3[C:19]([O:20][CH3:21])=[CH:18][C:17]([C:22]([O:24][CH3:25])=[O:23])=[CH:16][C:14]=3[N:15]=2)[CH3:34])[CH:28]=1, predict the reactants needed to synthesize it. The reactants are: C(N(CC)C(C)C)(C)C.Cl[C:11]1[O:12][C:13]2[C:19]([O:20][CH3:21])=[CH:18][C:17]([C:22]([O:24][CH3:25])=[O:23])=[CH:16][C:14]=2[N:15]=1.[Cl:26][C:27]1[CH:32]=[CH:31][N:30]=[C:29]([CH:33]([NH2:35])[CH3:34])[CH:28]=1. (6) The reactants are: C(=O)([O-])[O-].[K+].[K+].CS([O:11][CH:12]1[CH2:17][CH2:16][N:15]([S:18]([CH3:21])(=[O:20])=[O:19])[CH2:14][CH2:13]1)(=O)=O.[OH:22][C:23]1[CH:32]=[C:31](O)[CH:30]=[CH:29][C:24]=1[C:25]([O:27][CH3:28])=[O:26].[I-].[Na+].C(O)(=O)CC(CC(O)=O)(C(O)=O)O. Given the product [OH:22][C:23]1[CH:32]=[C:31]([O:11][CH:12]2[CH2:17][CH2:16][N:15]([S:18]([CH3:21])(=[O:20])=[O:19])[CH2:14][CH2:13]2)[CH:30]=[CH:29][C:24]=1[C:25]([O:27][CH3:28])=[O:26], predict the reactants needed to synthesize it. (7) Given the product [F:31][C:27]1[C:24]2[CH2:25][CH2:26][CH:20]([N:18]3[CH:19]=[C:15]([C:12]4[CH:11]=[CH:10][C:9]([NH:7][C:4]5[CH:5]=[CH:6][N:1]=[CH:2][CH:3]=5)=[CH:14][CH:13]=4)[N:16]=[N:17]3)[C:21](=[O:37])[N:22]([CH2:32][C:33]([F:36])([F:34])[F:35])[C:23]=2[CH:30]=[CH:29][CH:28]=1, predict the reactants needed to synthesize it. The reactants are: [N:1]1[CH:6]=[CH:5][C:4]([NH2:7])=[CH:3][CH:2]=1.Br[C:9]1[CH:14]=[CH:13][C:12]([C:15]2[N:16]=[N:17][N:18]([CH:20]3[CH2:26][CH2:25][C:24]4[C:27]([F:31])=[CH:28][CH:29]=[CH:30][C:23]=4[N:22]([CH2:32][C:33]([F:36])([F:35])[F:34])[C:21]3=[O:37])[CH:19]=2)=[CH:11][CH:10]=1.C(=O)([O-])[O-].[K+].[K+].CC(C1C=C(C(C)C)C(C2C=CC=CC=2P(C2CCCCC2)C2CCCCC2)=C(C(C)C)C=1)C. (8) Given the product [N:32]([CH2:16][C:14]1[CH:13]=[CH:12][C:11]2[N:7]([CH:2]3[CH2:3][CH2:4][CH2:5][CH2:6][O:1]3)[CH:8]=[N:9][C:10]=2[CH:15]=1)=[N+:33]=[N-:34], predict the reactants needed to synthesize it. The reactants are: [O:1]1[CH2:6][CH2:5][CH2:4][CH2:3][CH:2]1[N:7]1[C:11]2[CH:12]=[CH:13][C:14]([CH2:16]O)=[CH:15][C:10]=2[N:9]=[CH:8]1.C1(P([N:32]=[N+:33]=[N-:34])(C2C=CC=CC=2)=O)C=CC=CC=1.CCN(C(C)C)C(C)C. (9) Given the product [CH3:30][S:31]([O:1][C:2]1[CH:3]=[C:4]2[C:8](=[CH:9][CH:10]=1)[NH:7][C:6]([C:11]([NH2:13])=[O:12])=[C:5]2[S:14]([N:17]1[CH2:22][CH2:21][O:20][CH2:19][CH2:18]1)(=[O:16])=[O:15])(=[O:33])=[O:32], predict the reactants needed to synthesize it. The reactants are: [OH:1][C:2]1[CH:3]=[C:4]2[C:8](=[CH:9][CH:10]=1)[NH:7][C:6]([C:11]([NH2:13])=[O:12])=[C:5]2[S:14]([N:17]1[CH2:22][CH2:21][O:20][CH2:19][CH2:18]1)(=[O:16])=[O:15].C(N(CC)CC)C.[CH3:30][S:31](Cl)(=[O:33])=[O:32].